From a dataset of Peptide-MHC class I binding affinity with 185,985 pairs from IEDB/IMGT. Regression. Given a peptide amino acid sequence and an MHC pseudo amino acid sequence, predict their binding affinity value. This is MHC class I binding data. (1) The peptide sequence is LYNTVATLY. The MHC is HLA-A26:02 with pseudo-sequence HLA-A26:02. The binding affinity (normalized) is 0.0847. (2) The peptide sequence is TYLQSLASL. The MHC is HLA-C14:02 with pseudo-sequence HLA-C14:02. The binding affinity (normalized) is 1.00. (3) The peptide sequence is DVCGMFTNR. The MHC is HLA-A24:02 with pseudo-sequence HLA-A24:02. The binding affinity (normalized) is 0. (4) The peptide sequence is RGPYRAFVTI. The MHC is H-2-Dd with pseudo-sequence H-2-Dd. The binding affinity (normalized) is 1.00. (5) The peptide sequence is EVNAHIHTM. The MHC is HLA-A02:12 with pseudo-sequence HLA-A02:12. The binding affinity (normalized) is 0.0847. (6) The peptide sequence is RRRWQQLL. The MHC is Mamu-B03 with pseudo-sequence Mamu-B03. The binding affinity (normalized) is 0.738. (7) The peptide sequence is RPALVFDITK. The MHC is HLA-B40:01 with pseudo-sequence HLA-B40:01. The binding affinity (normalized) is 0.